From a dataset of Forward reaction prediction with 1.9M reactions from USPTO patents (1976-2016). Predict the product of the given reaction. (1) Given the reactants [Br:1][C:2]1[CH:3]=[C:4]([CH2:8][NH:9][S:10]([CH2:13][CH3:14])(=[O:12])=[O:11])[CH:5]=[N:6][CH:7]=1.[H-].[Na+].I[CH2:18][CH3:19], predict the reaction product. The product is: [Br:1][C:2]1[CH:3]=[C:4]([CH2:8][N:9]([CH2:18][CH3:19])[S:10]([CH2:13][CH3:14])(=[O:11])=[O:12])[CH:5]=[N:6][CH:7]=1. (2) The product is: [F:40][C:39]([F:42])([F:41])[C:37]([OH:43])=[O:38].[CH2:1]([NH:3][C:4]([NH:5][C:6]1[CH:7]=[CH:8][C:9]([C:12]2[N:13]=[C:14]([N:29]3[CH2:34][CH2:33][O:32][CH2:31][C@@H:30]3[CH3:35])[C:15]3[CH2:21][CH2:20][NH:19][CH2:18][C:16]=3[N:17]=2)=[CH:10][CH:11]=1)=[O:36])[CH3:2]. Given the reactants [CH2:1]([NH:3][C:4](=[O:36])[NH:5][C:6]1[CH:11]=[CH:10][C:9]([C:12]2[N:13]=[C:14]([N:29]3[CH2:34][CH2:33][O:32][CH2:31][C@@H:30]3[CH3:35])[C:15]3[CH2:21][CH2:20][N:19](C(OC(C)(C)C)=O)[CH2:18][C:16]=3[N:17]=2)=[CH:8][CH:7]=1)[CH3:2].[C:37]([OH:43])([C:39]([F:42])([F:41])[F:40])=[O:38], predict the reaction product. (3) Given the reactants CC1C=CC(S(O)(=O)=O)=CC=1.O.[CH3:13][C:14]1[CH:20]=[C:19]([N+:21]([O-:23])=[O:22])[CH:18]=[CH:17][C:15]=1N.N([O-])=O.[Na+].[I-:28].[K+], predict the reaction product. The product is: [I:28][C:15]1[CH:17]=[CH:18][C:19]([N+:21]([O-:23])=[O:22])=[CH:20][C:14]=1[CH3:13]. (4) Given the reactants [NH2:1][C:2]1[CH:30]=[CH:29][C:5]([O:6][C:7]2[CH:12]=[CH:11][N:10]=[C:9]([NH:13][C:14]([N:16]3[CH2:21][CH2:20][N:19]([CH:22]4[CH2:27][CH2:26][N:25]([CH3:28])[CH2:24][CH2:23]4)[CH2:18][CH2:17]3)=[O:15])[CH:8]=2)=[CH:4][CH:3]=1.[F:31][C:32]1[CH:37]=[CH:36][C:35]([CH2:38][C:39]([N:41]=[C:42]=[O:43])=[O:40])=[CH:34][CH:33]=1, predict the reaction product. The product is: [F:31][C:32]1[CH:33]=[CH:34][C:35]([CH2:38][C:39]([NH:41][C:42](=[O:43])[NH:1][C:2]2[CH:3]=[CH:4][C:5]([O:6][C:7]3[CH:12]=[CH:11][N:10]=[C:9]([NH:13][C:14]([N:16]4[CH2:17][CH2:18][N:19]([CH:22]5[CH2:23][CH2:24][N:25]([CH3:28])[CH2:26][CH2:27]5)[CH2:20][CH2:21]4)=[O:15])[CH:8]=3)=[CH:29][CH:30]=2)=[O:40])=[CH:36][CH:37]=1.